Dataset: Forward reaction prediction with 1.9M reactions from USPTO patents (1976-2016). Task: Predict the product of the given reaction. (1) Given the reactants C(O)(C(F)(F)F)=O.[CH2:8]([O:15][C:16]([N:18]1[CH2:22][CH2:21][CH:20]2[N:23]([C:26](=[O:48])[CH:27]([NH:34][C:35](=[O:47])[CH:36]([N:38](C(OC(C)(C)C)=O)[CH3:39])[CH3:37])[CH:28]3[CH2:33][CH2:32][CH2:31][CH2:30][CH2:29]3)[CH2:24][CH2:25][CH:19]12)=[O:17])[C:9]1[CH:14]=[CH:13][CH:12]=[CH:11][CH:10]=1, predict the reaction product. The product is: [CH2:8]([O:15][C:16]([N:18]1[CH2:22][CH2:21][CH:20]2[N:23]([C:26](=[O:48])[CH:27]([CH:28]3[CH2:33][CH2:32][CH2:31][CH2:30][CH2:29]3)[NH:34][C:35](=[O:47])[CH:36]([NH:38][CH3:39])[CH3:37])[CH2:24][CH2:25][CH:19]12)=[O:17])[C:9]1[CH:14]=[CH:13][CH:12]=[CH:11][CH:10]=1. (2) Given the reactants [Cl:1][C:2]1[CH:15]=[C:14]([F:16])[C:13]([N:17]2[C:22](=[O:23])[CH:21]=[C:20]([C:24]([F:27])([F:26])[F:25])[N:19]([CH3:28])[C:18]2=[O:29])=[CH:12][C:3]=1[O:4][C:5]1[CH:10]=[CH:9][C:8]([OH:11])=[CH:7][CH:6]=1.C(=O)([O-])[O-].[K+].[K+].Br[CH:37]([CH3:43])[C:38]([O:40][CH2:41][CH3:42])=[O:39], predict the reaction product. The product is: [Cl:1][C:2]1[CH:15]=[C:14]([F:16])[C:13]([N:17]2[C:22](=[O:23])[CH:21]=[C:20]([C:24]([F:25])([F:26])[F:27])[N:19]([CH3:28])[C:18]2=[O:29])=[CH:12][C:3]=1[O:4][C:5]1[CH:6]=[CH:7][C:8]([O:11][CH:37]([CH3:43])[C:38]([O:40][CH2:41][CH3:42])=[O:39])=[CH:9][CH:10]=1. (3) Given the reactants [F:1][C:2]1[CH:7]=[CH:6][C:5]([N:8]2[C:17]3[C:12](=[N:13][CH:14]=[C:15]([CH2:18][C:19]4[CH:24]=[CH:23][C:22]([F:25])=[CH:21][CH:20]=4)[CH:16]=3)[C:11]([OH:26])=[C:10]([C:27](OCC)=[O:28])[C:9]2=[O:32])=[CH:4][CH:3]=1.[NH2:33][CH2:34][CH2:35][NH:36][C:37](=[O:39])[CH3:38], predict the reaction product. The product is: [C:37]([NH:36][CH2:35][CH2:34][NH:33][C:27]([C:10]1[C:9](=[O:32])[N:8]([C:5]2[CH:6]=[CH:7][C:2]([F:1])=[CH:3][CH:4]=2)[C:17]2[C:12]([C:11]=1[OH:26])=[N:13][CH:14]=[C:15]([CH2:18][C:19]1[CH:20]=[CH:21][C:22]([F:25])=[CH:23][CH:24]=1)[CH:16]=2)=[O:28])(=[O:39])[CH3:38]. (4) Given the reactants [C:1]1([C:9]2[C:10]([CH2:15][OH:16])=[CH:11][CH:12]=[CH:13][CH:14]=2)[C:2]([CH2:7][OH:8])=[CH:3][CH:4]=[CH:5][CH:6]=1.N1C=C[CH:20]=[CH:19][CH:18]=1.[C:23](Cl)(=[O:30])[C:24]1[CH:29]=[CH:28][CH:27]=[CH:26][CH:25]=1.[O:32]1[CH2:36][CH2:35][CH2:34][CH2:33]1, predict the reaction product. The product is: [C:23]([O:16][CH2:15][C:10]1[C:9]([C:1]2[C:2]([CH2:7][O:8][C:36](=[O:32])[C:35]3[CH:20]=[CH:19][CH:18]=[CH:33][CH:34]=3)=[CH:3][CH:4]=[CH:5][CH:6]=2)=[CH:14][CH:13]=[CH:12][CH:11]=1)(=[O:30])[C:24]1[CH:29]=[CH:28][CH:27]=[CH:26][CH:25]=1. (5) Given the reactants [CH3:1][O:2][C:3]1[CH:8]=[CH:7][CH:6]=[CH:5][C:4]=1[C:9]1[C:17]2[C:12](=[N:13][CH:14]=[C:15](B3OC(C)(C)C(C)(C)O3)[CH:16]=2)[N:11]([CH2:27][O:28][CH2:29][CH2:30][Si:31]([CH3:34])([CH3:33])[CH3:32])[N:10]=1.Br[C:36]1[CH:37]=[C:38]([C@H:42]([OH:47])[C@@H:43]([OH:46])[CH2:44][CH3:45])[CH:39]=[CH:40][CH:41]=1.C(=O)([O-])[O-].[Na+].[Na+].Cl, predict the reaction product. The product is: [CH3:1][O:2][C:3]1[CH:8]=[CH:7][CH:6]=[CH:5][C:4]=1[C:9]1[C:17]2[C:12](=[N:13][CH:14]=[C:15]([C:40]3[CH:39]=[C:38]([CH:42]([OH:47])[CH:43]([OH:46])[CH2:44][CH3:45])[CH:37]=[CH:36][CH:41]=3)[CH:16]=2)[N:11]([CH2:27][O:28][CH2:29][CH2:30][Si:31]([CH3:32])([CH3:33])[CH3:34])[N:10]=1. (6) The product is: [CH3:11][O:10][C:9]1[CH:8]=[CH:7][C:4]([CH:5]=[O:6])=[CH:3][C:2]=1[O:1][CH2:35][CH2:34][CH2:33][O:32][CH3:31]. Given the reactants [OH:1][C:2]1[CH:3]=[C:4]([CH:7]=[CH:8][C:9]=1[O:10][CH3:11])[CH:5]=[O:6].C1(P(C2C=CC=CC=2)C2C=CC=CC=2)C=CC=CC=1.[CH3:31][O:32][CH2:33][CH2:34][CH2:35]O.CC(OC(/N=N/C(OC(C)C)=O)=O)C, predict the reaction product.